Dataset: Full USPTO retrosynthesis dataset with 1.9M reactions from patents (1976-2016). Task: Predict the reactants needed to synthesize the given product. (1) Given the product [Cl:1][C:2]1[CH:7]=[CH:6][C:5]2[C:11]([CH3:13])([CH3:12])[CH2:10][O:9][C:4]=2[CH:3]=1, predict the reactants needed to synthesize it. The reactants are: [Cl:1][C:2]1[CH:7]=[CH:6][C:5](I)=[C:4]([O:9][CH2:10][C:11]([CH3:13])=[CH2:12])[CH:3]=1.C([O-])=O.[Na+].CCN(CC)CC. (2) Given the product [O:11]=[C:8]1[CH2:9][CH2:10][C:5]2([CH2:1][N:2]([C:12]([O:15][C:5]([CH3:6])([CH3:1])[CH3:4])=[O:13])[CH2:3][CH2:4]2)[CH2:6][CH2:7]1, predict the reactants needed to synthesize it. The reactants are: [CH2:1]1[C:5]2([CH2:10][CH2:9][C:8](=[O:11])[CH2:7][CH2:6]2)[CH2:4][CH2:3][NH:2]1.[C:12]([O-:15])([O-])=[O:13].[Na+].[Na+]. (3) Given the product [Cl:3][C:4]1[CH:5]=[N:6][C:7]([N:10]2[CH2:15][CH2:14][CH:13]([C@H:16]3[CH2:18][C@H:17]3[CH2:19][CH2:20][O:21][C:23]3[CH:28]=[CH:27][C:26]([N:29]4[CH:33]=[CH:32][N:31]=[N:30]4)=[CH:25][N:24]=3)[CH2:12][CH2:11]2)=[N:8][CH:9]=1, predict the reactants needed to synthesize it. The reactants are: [H-].[Na+].[Cl:3][C:4]1[CH:5]=[N:6][C:7]([N:10]2[CH2:15][CH2:14][CH:13]([C@H:16]3[CH2:18][C@H:17]3[CH2:19][CH2:20][OH:21])[CH2:12][CH2:11]2)=[N:8][CH:9]=1.F[C:23]1[CH:28]=[CH:27][C:26]([N:29]2[CH:33]=[CH:32][N:31]=[N:30]2)=[CH:25][N:24]=1. (4) Given the product [Cl:1][C:2]1[C:11]2[C:6](=[CH:7][CH:8]=[CH:9][CH:10]=2)[C:5]([OH:12])=[CH:4][N:3]=1, predict the reactants needed to synthesize it. The reactants are: [Cl:1][C:2]1[C:11]2[CH:10]=[CH:9][CH:8]=[CH:7][C:6]=2[C:5]2[O:12]CN=C[C:4]=2[N:3]=1. (5) Given the product [CH3:29][C:21]1[C:20]([NH:19][C:18]2[C:15]([C:16]#[N:17])=[CH:14][N:13]=[CH:12][C:11]=2[C:9]2[O:10][C:6]3[CH:5]=[CH:4][C:3]([CH2:1][N:35]4[CH2:36][CH2:37][N:32]([CH3:31])[CH2:33][CH2:34]4)=[CH:30][C:7]=3[CH:8]=2)=[CH:28][CH:27]=[C:26]2[C:22]=1[CH:23]=[CH:24][NH:25]2, predict the reactants needed to synthesize it. The reactants are: [CH:1]([C:3]1[CH:4]=[CH:5][C:6]2[O:10][C:9]([C:11]3[CH:12]=[N:13][CH:14]=[C:15]([C:18]=3[NH:19][C:20]3[C:21]([CH3:29])=[C:22]4[C:26](=[CH:27][CH:28]=3)[NH:25][CH:24]=[CH:23]4)[C:16]#[N:17])=[CH:8][C:7]=2[CH:30]=1)=O.[CH3:31][N:32]1[CH2:37][CH2:36][NH:35][CH2:34][CH2:33]1.C(O)(=O)C.C(O[BH-](OC(=O)C)OC(=O)C)(=O)C.[Na+]. (6) Given the product [CH3:1][C:2]1[C:6]([C:7]2[CH:13]=[C:12]([NH2:14])[C:10]([NH2:11])=[C:9]([I:17])[CH:8]=2)=[C:5]([CH3:18])[O:4][N:3]=1, predict the reactants needed to synthesize it. The reactants are: [CH3:1][C:2]1[C:6]([C:7]2[CH:13]=[C:12]([N+:14]([O-])=O)[C:10]([NH2:11])=[C:9]([I:17])[CH:8]=2)=[C:5]([CH3:18])[O:4][N:3]=1.Cl[Sn]Cl. (7) Given the product [Br:16][C:11]1[C:6]([O:5][CH2:4][CH:1]2[CH2:2][CH2:3]2)=[CH:7][C:8]([CH3:15])=[C:9]([C:12](=[O:14])[CH3:13])[CH:10]=1, predict the reactants needed to synthesize it. The reactants are: [CH:1]1([CH2:4][O:5][C:6]2[CH:11]=[CH:10][C:9]([C:12](=[O:14])[CH3:13])=[C:8]([CH3:15])[CH:7]=2)[CH2:3][CH2:2]1.[Br:16]N1C(=O)CCC1=O.O. (8) Given the product [CH:10]([C:9]1[C:12]([O:31][CH3:32])=[CH:13][C:14]([O:16][CH2:17][C:18]2[C:19]([CH3:30])=[C:20]([C:24]3[CH:25]=[CH:26][CH:27]=[CH:28][CH:29]=3)[CH:21]=[CH:22][CH:23]=2)=[CH:15][C:8]=1[O:7][CH2:34][C:35]1[CH:36]=[C:37]([CH:40]=[CH:41][CH:42]=1)[C:38]#[N:39])=[O:11], predict the reactants needed to synthesize it. The reactants are: C(=O)([O-])[O-].[Cs+].[Cs+].[OH:7][C:8]1[CH:15]=[C:14]([O:16][CH2:17][C:18]2[C:19]([CH3:30])=[C:20]([C:24]3[CH:29]=[CH:28][CH:27]=[CH:26][CH:25]=3)[CH:21]=[CH:22][CH:23]=2)[CH:13]=[C:12]([O:31][CH3:32])[C:9]=1[CH:10]=[O:11].Br[CH2:34][C:35]1[CH:36]=[C:37]([CH:40]=[CH:41][CH:42]=1)[C:38]#[N:39]. (9) Given the product [C:18]([C:22]1[CH:23]=[CH:24][C:25]2[N:26]([CH:2]=[C:3]([C@H:5]3[N:8]([Si:9]([C:12]([CH3:15])([CH3:14])[CH3:13])([CH3:11])[CH3:10])[C:7](=[O:16])[C@@H:6]3[CH3:17])[N:28]=2)[CH:27]=1)([CH3:21])([CH3:19])[CH3:20], predict the reactants needed to synthesize it. The reactants are: Br[CH2:2][C:3]([C@H:5]1[N:8]([Si:9]([C:12]([CH3:15])([CH3:14])[CH3:13])([CH3:11])[CH3:10])[C:7](=[O:16])[C@@H:6]1[CH3:17])=O.[C:18]([C:22]1[CH:23]=[CH:24][C:25]([NH2:28])=[N:26][CH:27]=1)([CH3:21])([CH3:20])[CH3:19].